Dataset: Drug-target binding data from BindingDB using IC50 measurements. Task: Regression. Given a target protein amino acid sequence and a drug SMILES string, predict the binding affinity score between them. We predict pIC50 (pIC50 = -log10(IC50 in M); higher means more potent). Dataset: bindingdb_ic50. (1) The compound is O=C(NCC(F)(F)F)[C@@H]1CN(Cc2ccn(-c3ccccc3)c2)CCN1C[C@@H](O)C[C@@H](Cc1cccnc1)C(=O)N[C@H]1c2ccccc2OC[C@H]1O. The target protein sequence is PQITLWKRPIVTIKIGGQLKEALLDTGADDTVLEEIDLPGRWKPKIIGGIGGFIKVKQYDQIPIEICGHKVISTVLVGPTPVNVIGRNLMTQLGCTLNF. The pIC50 is 8.6. (2) The small molecule is CCN(CC)CCN=C1NCCn2c1cc1cc(OC)ccc12. The target is TRQARRNRRRRWRERQR. The pIC50 is 4.1.